Dataset: Catalyst prediction with 721,799 reactions and 888 catalyst types from USPTO. Task: Predict which catalyst facilitates the given reaction. (1) Reactant: Br[C:2]1[CH:3]=[C:4]([NH:10][C:11]2[CH:19]=[C:14]3[CH2:15][O:16][CH2:17][CH2:18][N:13]3[N:12]=2)[C:5](=[O:9])[N:6]([CH3:8])[CH:7]=1.[CH3:20][C:21]1([CH3:37])[C:25]([CH3:27])([CH3:26])[O:24][B:23]([B:23]2[O:24][C:25]([CH3:27])([CH3:26])[C:21]([CH3:37])([CH3:20])[O:22]2)[O:22]1.C([O-])(=O)C.[K+].C(Cl)Cl. Product: [N:12]1[N:13]2[C:14]([CH2:15][O:16][CH2:17][CH2:18]2)=[CH:19][C:11]=1[NH:10][C:4]1[C:5](=[O:9])[N:6]([CH3:8])[CH:7]=[C:2]([B:23]2[O:24][C:25]([CH3:27])([CH3:26])[C:21]([CH3:37])([CH3:20])[O:22]2)[CH:3]=1. The catalyst class is: 12. (2) The catalyst class is: 3. Product: [Cl:19][C:8]1[C:9]2[O:14][CH2:13][C:12](=[O:15])[NH:11][C:10]=2[CH:16]=[C:6]([NH:5][C:3](=[O:4])[C:2]([F:1])([F:17])[F:18])[CH:7]=1. Reactant: [F:1][C:2]([F:18])([F:17])[C:3]([NH:5][C:6]1[CH:7]=[CH:8][C:9]2[O:14][CH2:13][C:12](=[O:15])[NH:11][C:10]=2[CH:16]=1)=[O:4].[Cl:19]N1C(=O)CCC1=O. (3) Reactant: [C:1]([O:5][C:6](=[O:39])[CH2:7][CH:8]1[CH2:13][CH:12]([CH2:14][CH2:15][C:16]2[N:17]([CH:34]([CH3:36])[CH3:35])[CH:18]=[C:19]([C:28]3[CH:33]=[CH:32][CH:31]=[CH:30][N:29]=3)[C:20]=2[C:21]2[CH:26]=[CH:25][C:24]([F:27])=[CH:23][CH:22]=2)[O:11]C(C)(C)[O:9]1)([CH3:4])([CH3:3])[CH3:2].Cl. Product: [C:1]([O:5][C:6](=[O:39])[CH2:7][C@H:8]([OH:9])[CH2:13][C@H:12]([OH:11])[CH2:14][CH2:15][C:16]1[N:17]([CH:34]([CH3:35])[CH3:36])[CH:18]=[C:19]([C:28]2[CH:33]=[CH:32][CH:31]=[CH:30][N:29]=2)[C:20]=1[C:21]1[CH:22]=[CH:23][C:24]([F:27])=[CH:25][CH:26]=1)([CH3:2])([CH3:4])[CH3:3]. The catalyst class is: 5. (4) Reactant: C(N(CC)CC)C.[CH3:8][O:9][C:10]1[CH:16]=[CH:15][C:13]([NH2:14])=[CH:12][C:11]=1[C:17]([F:20])([F:19])[F:18].[C:21](Cl)(=[O:26])[C:22]([CH3:25])([CH3:24])[CH3:23]. Product: [CH3:8][O:9][C:10]1[CH:16]=[CH:15][C:13]([NH:14][C:21](=[O:26])[C:22]([CH3:25])([CH3:24])[CH3:23])=[CH:12][C:11]=1[C:17]([F:18])([F:19])[F:20]. The catalyst class is: 4. (5) Reactant: [NH2:1][CH2:2][C:3]1[CH:4]=[C:5]([C:9]2[N:14]=[C:13]([C:15]3[CH:19]=[CH:18][N:17]([Si](C(C)C)(C(C)C)C(C)C)[CH:16]=3)[C:12]3[N:30]=[C:31]([C:35]4[C:36]([NH2:40])=[N:37][O:38][N:39]=4)[N:32]([CH2:33][CH3:34])[C:11]=3[CH:10]=2)[CH:6]=[CH:7][CH:8]=1.CCCC[N+](CCCC)(CCCC)CCCC.[F-]. Product: [NH2:1][CH2:2][C:3]1[CH:4]=[C:5]([C:9]2[N:14]=[C:13]([C:15]3[CH:19]=[CH:18][NH:17][CH:16]=3)[C:12]3[N:30]=[C:31]([C:35]4[C:36]([NH2:40])=[N:37][O:38][N:39]=4)[N:32]([CH2:33][CH3:34])[C:11]=3[CH:10]=2)[CH:6]=[CH:7][CH:8]=1. The catalyst class is: 1. (6) Reactant: Br[CH2:2][C:3]([NH:5][C:6]1[S:7][C:8]([C:16]([CH:18]2[CH2:23][CH2:22][O:21][CH2:20][CH2:19]2)=[O:17])=[C:9]([C:11]2[O:12][CH:13]=[CH:14][CH:15]=2)[N:10]=1)=[O:4].O1CCCCC1[O:30][C@@H:31]1[CH2:39][N:34]2[CH2:35][CH2:36][NH:37][CH2:38][C@@H:33]2[CH2:32]1. Product: [O:12]1[CH:13]=[CH:14][CH:15]=[C:11]1[C:9]1[N:10]=[C:6]([NH:5][C:3](=[O:4])[CH2:2][N:37]2[CH2:36][CH2:35][N:34]3[CH2:39][C@@H:31]([OH:30])[CH2:32][C@H:33]3[CH2:38]2)[S:7][C:8]=1[C:16]([CH:18]1[CH2:23][CH2:22][O:21][CH2:20][CH2:19]1)=[O:17]. The catalyst class is: 1. (7) Reactant: O[CH:2]1[C:10]2[C:5](=[CH:6][CH:7]=[CH:8][C:9]=2[N+:11]([O-:13])=[O:12])[C:4](=[O:14])[N:3]1[CH2:15][CH2:16][C:17]1([CH3:22])[O:21][CH2:20][CH2:19][O:18]1.O.C([O-])(O)=O.[Na+]. Product: [N+:11]([C:9]1[CH:8]=[CH:7][CH:6]=[C:5]2[C:10]=1[CH:2]1[CH2:22][C:17]3([O:21][CH2:20][CH2:19][O:18]3)[CH2:16][CH2:15][N:3]1[C:4]2=[O:14])([O-:13])=[O:12]. The catalyst class is: 11.